This data is from Forward reaction prediction with 1.9M reactions from USPTO patents (1976-2016). The task is: Predict the product of the given reaction. (1) Given the reactants [Cl:1][C:2]1[CH:10]=[CH:9][C:8]2[N:7]([CH2:11][C:12](OCC)=[O:13])[C:6]3[CH2:17][CH2:18][N:19]([C:22]([O:24][C:25]([CH3:28])([CH3:27])[CH3:26])=[O:23])[CH2:20][CH2:21][C:5]=3[C:4]=2[C:3]=1[Cl:29].[Li+].[BH4-].[OH-].[Na+].CCOC(C)=O, predict the reaction product. The product is: [Cl:1][C:2]1[CH:10]=[CH:9][C:8]2[N:7]([CH2:11][CH2:12][OH:13])[C:6]3[CH2:17][CH2:18][N:19]([C:22]([O:24][C:25]([CH3:27])([CH3:26])[CH3:28])=[O:23])[CH2:20][CH2:21][C:5]=3[C:4]=2[C:3]=1[Cl:29]. (2) Given the reactants [CH3:1][O:2][CH:3]1[CH2:8][CH2:7][CH2:6][N:5]([C:9]([N:11]2[CH2:16][CH:15]([C:17]3[CH:22]=[CH:21][C:20]([C:23]([F:26])([F:25])[F:24])=[CH:19][CH:18]=3)[CH2:14][CH:13]([C:27]([OH:29])=O)[CH2:12]2)=[O:10])[CH2:4]1.O[NH:31][C:32](=[NH:37])[CH2:33][CH2:34][O:35][CH3:36], predict the reaction product. The product is: [CH3:36][O:35][CH2:34][CH2:33][C:32]1[N:37]=[C:27]([CH:13]2[CH2:14][CH:15]([C:17]3[CH:18]=[CH:19][C:20]([C:23]([F:25])([F:24])[F:26])=[CH:21][CH:22]=3)[CH2:16][N:11]([C:9]([N:5]3[CH2:6][CH2:7][CH2:8][CH:3]([O:2][CH3:1])[CH2:4]3)=[O:10])[CH2:12]2)[O:29][N:31]=1. (3) Given the reactants [CH3:1][Si:2]([CH3:22])([CH3:21])[CH2:3][CH2:4][O:5][CH2:6][N:7]1[CH:11]=[N:10][C:9]([O:12][C:13]2[CH:20]=[CH:19][C:16]([CH:17]=O)=[CH:15][CH:14]=2)=[N:8]1.[NH2:23][C:24]1[N:25]=[N:26][C:27]([CH3:30])=[CH:28][CH:29]=1.C([O:33][C:34](=O)[C:35]([OH:48])=[CH:36][C:37]([C:39]1[CH:44]=[CH:43][C:42]([CH:45]([CH3:47])[CH3:46])=[CH:41][CH:40]=1)=[O:38])C, predict the reaction product. The product is: [OH:48][C:35]1[C:34](=[O:33])[N:23]([C:24]2[N:25]=[N:26][C:27]([CH3:30])=[CH:28][CH:29]=2)[CH:17]([C:16]2[CH:19]=[CH:20][C:13]([O:12][C:9]3[N:10]=[CH:11][N:7]([CH2:6][O:5][CH2:4][CH2:3][Si:2]([CH3:22])([CH3:21])[CH3:1])[N:8]=3)=[CH:14][CH:15]=2)[C:36]=1[C:37](=[O:38])[C:39]1[CH:44]=[CH:43][C:42]([CH:45]([CH3:47])[CH3:46])=[CH:41][CH:40]=1. (4) Given the reactants [CH3:1][S:2]([C:5]1[CH:31]=[CH:30][C:8]([O:9][CH2:10][C:11]2[CH:16]=[CH:15][C:14]([CH:17]3[CH2:22][CH2:21][N:20]([C:23](OC(C)(C)C)=O)[CH2:19][CH2:18]3)=[CH:13][N:12]=2)=[CH:7][CH:6]=1)(=[O:4])=[O:3].[CH2:32]([C:35]1[CH:36]=[N:37]C(Br)=[N:39][CH:40]=1)[CH2:33][CH3:34], predict the reaction product. The product is: [CH3:1][S:2]([C:5]1[CH:31]=[CH:30][C:8]([O:9][CH2:10][C:11]2[CH:16]=[CH:15][C:14]([CH:17]3[CH2:18][CH2:19][N:20]([C:23]4[N:39]=[CH:40][C:35]([CH2:32][CH2:33][CH3:34])=[CH:36][N:37]=4)[CH2:21][CH2:22]3)=[CH:13][N:12]=2)=[CH:7][CH:6]=1)(=[O:3])=[O:4]. (5) Given the reactants [OH:1][C:2]1[CH:7]=[C:6]([O:8][CH:9]([CH3:11])[CH3:10])[CH:5]=[CH:4][C:3]=1[CH2:12][CH2:13][C:14]([O:16][CH2:17][CH3:18])=[O:15].[H-].[Na+].[Cl:21][C:22]1[CH:29]=[C:28]([Cl:30])[CH:27]=[CH:26][C:23]=1[CH2:24]Cl.O, predict the reaction product. The product is: [Cl:21][C:22]1[CH:29]=[C:28]([Cl:30])[CH:27]=[CH:26][C:23]=1[CH2:24][O:1][C:2]1[CH:7]=[C:6]([O:8][CH:9]([CH3:11])[CH3:10])[CH:5]=[CH:4][C:3]=1[CH2:12][CH2:13][C:14]([O:16][CH2:17][CH3:18])=[O:15]. (6) Given the reactants [C:1]([C@H:5]1[CH2:10][CH2:9][C@H:8]([O:11][C:12]2[CH:13]=[C:14]([CH3:22])[C:15]3[C:20]([CH:21]=2)=[CH:19][CH:18]=[CH:17][CH:16]=3)[CH2:7][CH2:6]1)([CH3:4])([CH3:3])[CH3:2].Cl[Sn](Cl)(Cl)Cl.Cl[CH:29]([O:31]C)Cl, predict the reaction product. The product is: [C:1]([C@H:5]1[CH2:6][CH2:7][C@H:8]([O:11][C:12]2[CH:13]=[C:14]([CH3:22])[C:15]3[C:20](=[CH:19][CH:18]=[CH:17][CH:16]=3)[C:21]=2[CH:29]=[O:31])[CH2:9][CH2:10]1)([CH3:4])([CH3:3])[CH3:2]. (7) The product is: [Cl:1][C:2]1[CH:3]=[CH:4][C:5]([C@@H:8]2[CH2:12][NH:11][C:10](=[O:13])[CH2:9]2)=[CH:6][C:7]=1[N+:14]([O-:16])=[O:15]. Given the reactants [Cl:1][C:2]1[CH:7]=[CH:6][C:5]([C@@H:8]2[CH2:12][NH:11][C:10](=[O:13])[CH2:9]2)=[CH:4][CH:3]=1.[N+:14]([O-])([OH:16])=[O:15].NC(N)=N, predict the reaction product.